Task: Binary Classification. Given a miRNA mature sequence and a target amino acid sequence, predict their likelihood of interaction.. Dataset: Experimentally validated miRNA-target interactions with 360,000+ pairs, plus equal number of negative samples (1) Result: 1 (interaction). The protein sequence of the target gene is MEALEVDDISPALEVTEDFFSTFDSKLEKAVQQAEVYGIQEVPELVGHEVLGNIADNGALRSVASLGKGTMIWDHCKSRLLETKAQNVFPAKEQLMVQRGTAPDNLSWMAQKEASTFNFFNICQRRRDRPRSVNDLLDETTTFKPGHARSRSDVTHVDWRVVLSTMPLQQQQQQQQASLQGIHFPGPSFLLSSPSKVEDAQGNTEHKQTFPNILKKGYLEIRKNHDSYWQSCYAELSPYNLNFYSLDSSGNQNLYATYQLSHFQSISVLGNLEARMVDTVLYDNSQLQLKAESPWEALDW.... The miRNA is mmu-miR-1193-5p with sequence UGGUAGACCGGUGACGUACA. (2) The miRNA is mmu-miR-590-3p with sequence UAAUUUUAUGUAUAAGCUAGU. The protein sequence of the target gene is MADHVQSLAQLENLCKQLYETTDTTTRLQAEKALVEFTNSPDCLSKCQLLLERGSSSYSQLLAATCLTKLVSRTNNPLPLEQRIDIRNYVLNYLATRPKLATFVTQALIQLYARITKLGWFDCQKDDYVFRNAITDVTRFLQDSVEYCIIGVTILSQLTNEINQADTTHPLTKHRKIASSFRDSSLFDIFTLSCNLLKQASGKNLNLNDESQHGLLMQLLKLTHNCLNFDFIGTSTDESSDDLCTVQIPTSWRSAFLDSSTLQLFFDLYHSIPPSFSPLVLSCLVQIASVRRSLFNNAER.... Result: 0 (no interaction). (3) The miRNA is hsa-miR-10b-5p with sequence UACCCUGUAGAACCGAAUUUGUG. The protein sequence of the target gene is MAGGAREVLTLQLGHFAGFVGAHWWNQQDAALGRATDSKEPPGELCPDVLYRTGRTLHGQETYTPRLILMDLKGSLSSLKEEGGLYRDKQLDAAIAWQGKLTTHKEELYPKNPYLQDFLSAEGVLSSDGVWRVKSIPNGKGSSPLPTATTPKPLIPTEASIRVWSDFLRVHLHPRSICMIQKYNHDGEAGRLEAFGQGESVLKEPKYQEELEDRLHFYVEECDYLQGFQILCDLHDGFSGVGAKAAELLQDEYSGRGIITWGLLPGPYHRGEAQRNIYRLLNTAFGLVHLTAHSSLVCPL.... Result: 1 (interaction). (4) The miRNA is hsa-miR-877-5p with sequence GUAGAGGAGAUGGCGCAGGG. The protein sequence of the target gene is MPRKKPFSVKQKKKQLQDKRERKRGLQDGLRSSSNSRSGSRERREEQTDTSDGESVTHHIRRLNQQPSQGLGPRGYDPNRYRLHFERDSREEVERRKRAAREQVLQPVSAELLELDIREVYQPGSVLDFPRRPPWSYEMSKEQLMSQEERSFQDYLGKIHGAYSSEKLSYFEHNLETWRQLWRVLEMSDIVLLITDIRHPVVNFPPALYEYVTGELGLALVLVLNKVDLAPPALVVAWKHYFHQHYPQLHVVLFTSFPRDPRTPQDPSSVLKKSRRRGRGWTRALGPEQLLRACEAITVG.... Result: 1 (interaction). (5) The miRNA is hsa-miR-3654 with sequence GACUGGACAAGCUGAGGAA. The protein sequence of the target gene is MASTRAKPTLPLLLALVTVVIPGPGDAQVSIHPREAFLPQGGSVQVNCSSSCKEDLSLGLETQWLKDELESGPNWKLFELSEIGEDSSPLCFENCGTVQSSASATITVYSFPESVELRPLPAWQQVGKDLTLRCHVDGGAPRTQLSAVLLRGEEILSRQPVGGHPKDPKEITFTVLASRGDHGANFSCRTELDLRPQGLALFSNVSEARSLRTFDLPATIPKLDTPDLLEVGTQQKLFCSLEGLFPASEARIYLELGGQMPTQESTNSSDSVSATALVEVTEEFDRTLPLRCVLELADQI.... Result: 0 (no interaction). (6) The miRNA is hsa-miR-6806-3p with sequence UGAAGCUCUGACAUUCCUGCAG. The protein sequence of the target gene is MVAPGSVTSRLGSVFPFLLVLVDLQYEGAECGVNADVEKHLELGKKLLAAGQLADALSQFHAAVDGDPDNYIAYYRRATVFLAMGKSKAALPDLTKVIQLKMDFTAARLQRGHLLLKQGKLDEAEDDFKKVLKSNPSENEEKEAQSQLIKSDEMQRLRSQALNAFGSGDYTAAIAFLDKILEVCVWDAELRELRAECFIKEGEPRKAISDLKAASKLKNDNTEAFYKISTLYYQLGDHELSLSEVRECLKLDQDHKRCFAHYKQVKKLNKLIESAEELIRDGRYTDATSKYESVMKTEPS.... Result: 1 (interaction). (7) The miRNA is hsa-miR-766-5p with sequence AGGAGGAAUUGGUGCUGGUCUU. The protein sequence of the target gene is MGRVQLFEISLSHGRVVYSPGEPLAGTVRVRLGAPLPFRAIRVTCIGSCGVSNKANDTAWVVEEGYFNSSLSLADKGSLPAGEHSFPFQFLLPATAPTSFEGPFGKIVHQVRAAIHTPRFSKDHKCSLVFYILSPLNLNSIPDIEQPNVASATKKFSYKLVKTGSVVLTASTDLRGYVVGQALQLHADVENQSGKDTSPVVASLLQKVSYKAKRWIHDVRTIAEVEGAGVKAWRRAQWHEQILVPALPQSALPGCSLIHIDYYLQVSLKAPEATVTLPVFIGNIAVNHAPVSPRPGLGLP.... Result: 0 (no interaction).